This data is from Reaction yield outcomes from USPTO patents with 853,638 reactions. The task is: Predict the reaction yield, written as a fraction of the theoretical maximum amount of product (1.0 means a 100% yield; for example, 0.34 means a 34% yield). The reactants are [Cl:1][C:2]1[CH:19]=[CH:18][C:17]([C:20]([F:23])([F:22])[F:21])=[CH:16][C:3]=1[CH2:4][N:5]1[CH2:10][CH2:9][NH:8][C:7]2[N:11]=[CH:12][C:13](I)=[CH:14][C:6]1=2.[CH3:24][N:25]1[CH2:30][CH2:29][N:28]([C:31]2[CH:36]=[CH:35][C:34](B3OC(C)(C)C(C)(C)O3)=[CH:33][N:32]=2)[CH2:27][CH2:26]1. No catalyst specified. The product is [Cl:1][C:2]1[CH:19]=[CH:18][C:17]([C:20]([F:23])([F:22])[F:21])=[CH:16][C:3]=1[CH2:4][N:5]1[CH2:10][CH2:9][NH:8][C:7]2[N:11]=[CH:12][C:13]([C:34]3[CH:33]=[N:32][C:31]([N:28]4[CH2:27][CH2:26][N:25]([CH3:24])[CH2:30][CH2:29]4)=[CH:36][CH:35]=3)=[CH:14][C:6]1=2. The yield is 0.130.